Dataset: Catalyst prediction with 721,799 reactions and 888 catalyst types from USPTO. Task: Predict which catalyst facilitates the given reaction. (1) Reactant: Cl.[NH:2]1[CH2:8][CH2:7][CH2:6][C:5](=[O:9])[CH2:4][CH2:3]1.[OH-].[Na+].[C:12](O[C:12]([O:14][C:15]([CH3:18])([CH3:17])[CH3:16])=[O:13])([O:14][C:15]([CH3:18])([CH3:17])[CH3:16])=[O:13]. Product: [O:9]=[C:5]1[CH2:6][CH2:7][CH2:8][N:2]([C:12]([O:14][C:15]([CH3:18])([CH3:17])[CH3:16])=[O:13])[CH2:3][CH2:4]1. The catalyst class is: 24. (2) Reactant: CO.[O:3]([C:10]1[CH:17]=[CH:16][C:13]([CH:14]=[O:15])=[CH:12][C:11]=1[C:18]([F:21])([F:20])[F:19])[C:4]1[CH:9]=[CH:8][CH:7]=[CH:6][CH:5]=1.[BH4-].[Na+]. Product: [O:3]([C:10]1[CH:17]=[CH:16][C:13]([CH2:14][OH:15])=[CH:12][C:11]=1[C:18]([F:19])([F:20])[F:21])[C:4]1[CH:9]=[CH:8][CH:7]=[CH:6][CH:5]=1. The catalyst class is: 6. (3) Reactant: [OH:1][CH2:2][C:3]1[N:8]=[C:7]([CH:9]=[CH2:10])[C:6]([OH:11])=[CH:5][CH:4]=1. Product: [CH2:9]([C:7]1[C:6]([OH:11])=[CH:5][CH:4]=[C:3]([CH2:2][OH:1])[N:8]=1)[CH3:10]. The catalyst class is: 19. (4) The catalyst class is: 8. Reactant: [CH3:1][N:2]1[CH:6]=[CH:5][N:4]([CH2:7][CH2:8][CH2:9][CH2:10][CH2:11][CH2:12][N:13]2C(=O)C3=CC=CC=C3C2=O)[C:3]1=[C:24]1[N:28]=[CH:27][CH:26]=[N:25]1. Product: [NH2:13][CH2:12][CH2:11][CH2:10][CH2:9][CH2:8][CH2:7][N:4]1[CH:5]=[CH:6][N:2]([CH3:1])[C:3]1=[C:24]1[N:28]=[CH:27][CH:26]=[N:25]1. (5) Reactant: [Cl:1][C:2]1[CH:3]=[C:4]([NH:8][C:9]([N:11]2[CH2:16][CH2:15][C:14]3[NH:17][N:18]=[C:19]([C:20]([N:22]([CH3:35])[O:23][CH:24]4[CH2:27][N:26](C(OC(C)(C)C)=O)[CH2:25]4)=[O:21])[C:13]=3[CH2:12]2)=[O:10])[CH:5]=[CH:6][CH:7]=1.C(O)(C(F)(F)F)=O. Product: [NH:26]1[CH2:25][CH:24]([O:23][N:22]([CH3:35])[C:20]([C:19]2[C:13]3[CH2:12][N:11]([C:9]([NH:8][C:4]4[CH:5]=[CH:6][CH:7]=[C:2]([Cl:1])[CH:3]=4)=[O:10])[CH2:16][CH2:15][C:14]=3[NH:17][N:18]=2)=[O:21])[CH2:27]1. The catalyst class is: 2.